Task: Predict the reactants needed to synthesize the given product.. Dataset: Full USPTO retrosynthesis dataset with 1.9M reactions from patents (1976-2016) (1) Given the product [O:1]=[C:2]1[N:6]([C:7]2[CH:8]=[CH:9][C:10]3[C:16](=[O:25])[CH2:15][CH2:14][CH2:13][CH2:12][C:11]=3[CH:17]=2)[CH2:5][CH:4]([CH2:18][NH:19][C:20](=[O:22])[CH3:21])[O:3]1, predict the reactants needed to synthesize it. The reactants are: [O:1]=[C:2]1[N:6]([C:7]2[CH:8]=[CH:9][C:10]3[CH2:16][CH2:15][CH2:14][CH2:13][CH2:12][C:11]=3[CH:17]=2)[CH2:5][CH:4]([CH2:18][NH:19][C:20](=[O:22])[CH3:21])[O:3]1.C(O)(=[O:25])C. (2) Given the product [CH:10]1([CH2:9][O:8][C:7]2[CH:6]=[CH:5][C:4]([C:13](=[O:15])[CH3:14])=[CH:3][C:2]=2[B:21]2[O:25][C:24]([CH3:27])([CH3:26])[C:23]([CH3:29])([CH3:28])[O:22]2)[CH2:12][CH2:11]1, predict the reactants needed to synthesize it. The reactants are: Br[C:2]1[CH:3]=[C:4]([C:13](=[O:15])[CH3:14])[CH:5]=[CH:6][C:7]=1[O:8][CH2:9][CH:10]1[CH2:12][CH2:11]1.C([O-])(=O)C.[K+].[B:21]1([B:21]2[O:25][C:24]([CH3:27])([CH3:26])[C:23]([CH3:29])([CH3:28])[O:22]2)[O:25][C:24]([CH3:27])([CH3:26])[C:23]([CH3:29])([CH3:28])[O:22]1. (3) Given the product [O:11]=[C:4]1[C:5]2[C:10](=[CH:9][CH:8]=[CH:7][CH:6]=2)[C:2](=[O:1])[N:3]1[CH2:12][CH:13]([NH:18][C:19](=[O:25])[O:20][C:21]([CH3:22])([CH3:24])[CH3:23])[CH2:14][CH2:15][S:16]([CH3:17])(=[O:34])=[O:32], predict the reactants needed to synthesize it. The reactants are: [O:1]=[C:2]1[C:10]2[C:5](=[CH:6][CH:7]=[CH:8][CH:9]=2)[C:4](=[O:11])[N:3]1[CH2:12][CH:13]([NH:18][C:19](=[O:25])[O:20][C:21]([CH3:24])([CH3:23])[CH3:22])[CH2:14][CH2:15][S:16][CH3:17].OOS([O-])=O.[K+].[OH2:32].C[OH:34]. (4) Given the product [O:19]=[C:13]1[CH:12]([N:5]2[C:4](=[O:20])[C:3]3[C:7](=[CH:8][CH:9]=[CH:10][C:2]=3[NH:1][C:28]([C:23]3[CH:24]=[CH:25][CH:26]=[CH:27][N:22]=3)=[O:29])[C:6]2=[O:11])[CH2:17][CH2:16][C:15](=[O:18])[NH:14]1, predict the reactants needed to synthesize it. The reactants are: [NH2:1][C:2]1[CH:10]=[CH:9][CH:8]=[C:7]2[C:3]=1[C:4](=[O:20])[N:5]([CH:12]1[CH2:17][CH2:16][C:15](=[O:18])[NH:14][C:13]1=[O:19])[C:6]2=[O:11].Cl.[N:22]1[CH:27]=[CH:26][CH:25]=[CH:24][C:23]=1[C:28](Cl)=[O:29]. (5) Given the product [CH2:12]([O:14][C:15]([C:17]1([NH:26][C:4](=[O:6])[C:3]2[CH:7]=[CH:8][C:9]([CH3:11])=[CH:10][C:2]=2[CH3:1])[CH2:25][C:24]2[C:19](=[CH:20][CH:21]=[CH:22][CH:23]=2)[CH2:18]1)=[O:16])[CH3:13], predict the reactants needed to synthesize it. The reactants are: [CH3:1][C:2]1[CH:10]=[C:9]([CH3:11])[CH:8]=[CH:7][C:3]=1[C:4]([OH:6])=O.[CH2:12]([O:14][C:15]([C:17]1([NH2:26])[CH2:25][C:24]2[C:19](=[CH:20][CH:21]=[CH:22][CH:23]=2)[CH2:18]1)=[O:16])[CH3:13].CN(C(ON1N=NC2C=CC=NC1=2)=[N+](C)C)C.F[P-](F)(F)(F)(F)F.CCN(C(C)C)C(C)C. (6) Given the product [CH2:14]([O:13][C:9]1[CH:8]=[C:7]2[C:12](=[CH:11][CH:10]=1)[NH:4][CH:5]=[CH:6]2)[C:15]1[CH:16]=[CH:17][CH:18]=[CH:19][CH:20]=1, predict the reactants needed to synthesize it. The reactants are: OCC[N:4]1[C:12]2[C:7](=[CH:8][C:9]([O:13][CH2:14][C:15]3[CH:20]=[CH:19][CH:18]=[CH:17][CH:16]=3)=[CH:10][CH:11]=2)[CH:6]=[CH:5]1.C(OC(=O)C)(=O)C.C(N(CC)CC)C. (7) Given the product [CH3:2][CH:1]([S:7]([N:32]1[CH2:33][CH2:34][CH:29]([C:26]2[S:25][C:24]([C:22]([NH:21][CH2:20][C:18]3[CH:17]=[CH:16][C:15]4[N:14]([N:13]=[CH:12][N:11]=4)[CH:19]=3)=[O:23])=[CH:28][CH:27]=2)[CH2:30][CH2:31]1)(=[O:9])=[O:8])[CH3:6], predict the reactants needed to synthesize it. The reactants are: [C:1]1([S:7](Cl)(=[O:9])=[O:8])[CH:6]=CC=C[CH:2]=1.[N:11]1[CH:12]=[N:13][N:14]2[CH:19]=[C:18]([CH2:20][NH:21][C:22]([C:24]3[S:25][C:26]([CH:29]4[CH2:34][CH2:33][NH:32][CH2:31][CH2:30]4)=[CH:27][CH:28]=3)=[O:23])[CH:17]=[CH:16][C:15]=12.N1C=CN2C=CC(CNC(=O)C3C=CC(C4CCNCC4)=CC=3)=CC=12. (8) Given the product [C:34]1([S:31]([NH:30][C:26]2[CH:25]=[C:24]([C@@H:22]([OH:21])[CH2:23][NH:1][C:2]([CH3:19])([CH3:20])[CH2:3][CH2:4][N:5]3[C:9]4[CH:10]=[CH:11][C:12]([C:14]([O:16][CH2:17][CH3:18])=[O:15])=[CH:13][C:8]=4[N:7]=[CH:6]3)[CH:29]=[CH:28][CH:27]=2)(=[O:32])=[O:33])[CH:39]=[CH:38][CH:37]=[CH:36][CH:35]=1, predict the reactants needed to synthesize it. The reactants are: [NH2:1][C:2]([CH3:20])([CH3:19])[CH2:3][CH2:4][N:5]1[C:9]2[CH:10]=[CH:11][C:12]([C:14]([O:16][CH2:17][CH3:18])=[O:15])=[CH:13][C:8]=2[N:7]=[CH:6]1.[O:21]1[CH2:23][C@H:22]1[C:24]1[CH:25]=[C:26]([NH:30][S:31]([C:34]2[CH:39]=[CH:38][CH:37]=[CH:36][CH:35]=2)(=[O:33])=[O:32])[CH:27]=[CH:28][CH:29]=1.